From a dataset of Cav3 T-type calcium channel HTS with 100,875 compounds. Binary Classification. Given a drug SMILES string, predict its activity (active/inactive) in a high-throughput screening assay against a specified biological target. (1) The compound is Clc1c(C(Oc2nc(sc2C)c2ncccc2)=O)cccc1Cl. The result is 0 (inactive). (2) The drug is S(c1n(c2c(n1)cccc2)CC(=O)Nc1ccccc1)C. The result is 0 (inactive). (3) The drug is Clc1c(CNc2n(nnn2)c2ccccc2)ccc(Cl)c1. The result is 0 (inactive). (4) The compound is S(=O)(=O)(N(C(=O)NC(=O)C1=C(N2CCOCC2)/C(CC1)=C\c1ccccc1)C)C. The result is 0 (inactive). (5) The molecule is O=C1N(C(\C(C1=O)=C(\O)c1cc(c(OCCCC)cc1)C)c1ccncc1)CCCOC. The result is 0 (inactive). (6) The molecule is O=C(Nc1cc2c(oc1=O)c(OC)ccc2)C1CCCCC1. The result is 0 (inactive). (7) The compound is Clc1ccc(S(=O)(=O)CC2(SC(=NN2C(=O)C)NC(=O)C)C)cc1. The result is 0 (inactive). (8) The drug is s1c(N)c(c(c2ccc(OCC)cc2)c1)C(OC)=O. The result is 0 (inactive). (9) The molecule is Brc1cc(Cl)c(OCCOCCOc2c3ncccc3ccc2)cc1. The result is 0 (inactive). (10) The result is 0 (inactive). The compound is O=C(N)c1ccc(C2CCC(CC2)CCCCC)cc1.